Dataset: Forward reaction prediction with 1.9M reactions from USPTO patents (1976-2016). Task: Predict the product of the given reaction. (1) Given the reactants [Li+].CC([N-]C(C)C)C.[CH2:9]([O:16][CH2:17][CH2:18][CH:19]1[CH2:24][CH2:23][C:22](=[O:25])[CH2:21][CH2:20]1)[C:10]1[CH:15]=[CH:14][CH:13]=[CH:12][CH:11]=1.CN(P(N(C)C)(N(C)C)=O)C.C([C:39]([O:41][CH3:42])=[O:40])#N, predict the reaction product. The product is: [CH3:42][O:41][C:39]([CH:23]1[CH2:24][CH:19]([CH2:18][CH2:17][O:16][CH2:9][C:10]2[CH:15]=[CH:14][CH:13]=[CH:12][CH:11]=2)[CH2:20][CH2:21][C:22]1=[O:25])=[O:40]. (2) Given the reactants [CH3:1][C:2]([C:4]1[CH:9]=[C:8]([Br:10])[CH:7]=[CH:6][C:5]=1[OH:11])=[O:3].[C:12]([N:19]1[CH2:24][CH2:23][C:22](=O)[CH2:21][CH2:20]1)([O:14][C:15]([CH3:18])([CH3:17])[CH3:16])=[O:13].N1CCCC1.CO, predict the reaction product. The product is: [Br:10][C:8]1[CH:9]=[C:4]2[C:5](=[CH:6][CH:7]=1)[O:11][C:22]1([CH2:23][CH2:24][N:19]([C:12]([O:14][C:15]([CH3:18])([CH3:17])[CH3:16])=[O:13])[CH2:20][CH2:21]1)[CH2:1][C:2]2=[O:3]. (3) Given the reactants [C:1](OC(=O)C)(=[O:3])[CH3:2].[NH2:8][C:9]1[CH:10]=[C:11]([C:15]2[C:23]3[C:18](=[CH:19][C:20]([C:24]4[CH:29]=[CH:28][C:27]([O:30][CH3:31])=[CH:26][CH:25]=4)=[CH:21][CH:22]=3)[N:17]([C:32]3[N:37]=[CH:36][N:35]=[C:34]([NH:38][CH3:39])[CH:33]=3)[CH:16]=2)[CH:12]=[CH:13][CH:14]=1.N1C=CC=CC=1.C(=O)(O)[O-].[Na+], predict the reaction product. The product is: [CH3:31][O:30][C:27]1[CH:26]=[CH:25][C:24]([C:20]2[CH:19]=[C:18]3[C:23]([C:15]([C:11]4[CH:10]=[C:9]([NH:8][C:1](=[O:3])[CH3:2])[CH:14]=[CH:13][CH:12]=4)=[CH:16][N:17]3[C:32]3[CH:33]=[C:34]([NH:38][CH3:39])[N:35]=[CH:36][N:37]=3)=[CH:22][CH:21]=2)=[CH:29][CH:28]=1. (4) Given the reactants [S:1]1[CH:5]=[CH:4][CH:3]=[C:2]1[CH:6]=O.[CH2:8]([NH2:15])[C:9]1[CH:14]=[CH:13][CH:12]=[CH:11][CH:10]=1.[C:16]1(=[O:27])[O:22][C:20](=O)[C:19]2=[CH:23][CH:24]=[CH:25][CH:26]=[C:18]2[CH2:17]1.[CH3:28][O:29][C:30]1[CH:31]=[C:32]([CH:34]=[CH:35][CH:36]=1)[NH2:33], predict the reaction product. The product is: [CH2:8]([N:15]1[CH:6]([C:2]2[S:1][CH:5]=[CH:4][CH:3]=2)[CH:17]([C:16]([NH:33][C:32]2[CH:34]=[CH:35][CH:36]=[C:30]([O:29][CH3:28])[CH:31]=2)=[O:27])[C:18]2[C:19](=[CH:23][CH:24]=[CH:25][CH:26]=2)[C:20]1=[O:22])[C:9]1[CH:14]=[CH:13][CH:12]=[CH:11][CH:10]=1. (5) Given the reactants [Cl:1][C:2]1[C:7]([CH:8]([CH2:10][CH2:11][OH:12])[CH3:9])=[CH:6][C:5]([C:13]#[N:14])=[CH:4][C:3]=1[NH:15][C:16]1[N:21]=[C:20]([N:22]([CH:32]2[CH2:34][CH2:33]2)CC2C=CC(OC)=CC=2)[C:19]2=[N:35][CH:36]=[C:37]([C:38]#[N:39])[N:18]2[N:17]=1.C1(OC)C=CC=CC=1.C(O)(C(F)(F)F)=O, predict the reaction product. The product is: [Cl:1][C:2]1[C:7]([CH:8]([CH2:10][CH2:11][OH:12])[CH3:9])=[CH:6][C:5]([C:13]#[N:14])=[CH:4][C:3]=1[NH:15][C:16]1[N:21]=[C:20]([NH:22][CH:32]2[CH2:33][CH2:34]2)[C:19]2=[N:35][CH:36]=[C:37]([C:38]#[N:39])[N:18]2[N:17]=1. (6) Given the reactants [Cl:1][C:2]1[CH:7]=[C:6]([C:8]([F:11])([F:10])[F:9])[CH:5]=[C:4]([Cl:12])[C:3]=1[N:13]1[C:17]([NH:18][CH2:19][CH2:20][O:21][CH3:22])=[C:16]([S:23]([C:26]([F:29])([F:28])[F:27])(=[O:25])=[O:24])[C:15]([C:30]#[N:31])=[N:14]1.[H-].[Na+].I[CH3:35].[Cl-].[NH4+], predict the reaction product. The product is: [Cl:12][C:4]1[CH:5]=[C:6]([C:8]([F:11])([F:10])[F:9])[CH:7]=[C:2]([Cl:1])[C:3]=1[N:13]1[C:17]([N:18]([CH2:19][CH2:20][O:21][CH3:22])[CH3:35])=[C:16]([S:23]([C:26]([F:29])([F:27])[F:28])(=[O:24])=[O:25])[C:15]([C:30]#[N:31])=[N:14]1. (7) The product is: [C:1]([O:5][C:6]([NH:8][C@@H:9]([CH:10]([CH3:11])[CH3:12])/[CH:13]=[C:20](\[CH2:21][CH2:22][CH2:23][CH3:43])/[C:15]([O:17][CH2:18][CH3:19])=[O:16])=[O:7])([CH3:2])([CH3:3])[CH3:4]. Given the reactants [C:1]([O:5][C:6]([NH:8][C@H:9]([CH:13]=O)[CH:10]([CH3:12])[CH3:11])=[O:7])([CH3:4])([CH3:3])[CH3:2].[C:15]([CH2:20][CH2:21][CH2:22][CH:23]=P(C1C=CC=CC=1)(C1C=CC=CC=1)C1C=CC=CC=1)([O:17][CH2:18][CH3:19])=[O:16].[CH2:43](Cl)Cl, predict the reaction product. (8) The product is: [Cl:27][CH2:26][CH2:25][CH2:24][CH2:23][N:11]1[CH:12]=[C:13]([C:16]2[C:17]([F:22])=[N:18][CH:19]=[CH:20][CH:21]=2)[C:14](=[O:15])[NH:9][C:10]1=[O:28]. Given the reactants C([N:9]1[C:14](=[O:15])[C:13]([C:16]2[C:17]([F:22])=[N:18][CH:19]=[CH:20][CH:21]=2)=[CH:12][N:11]([CH2:23][CH2:24][CH2:25][CH2:26][Cl:27])[C:10]1=[O:28])(=O)C1C=CC=CC=1, predict the reaction product.